From a dataset of Full USPTO retrosynthesis dataset with 1.9M reactions from patents (1976-2016). Predict the reactants needed to synthesize the given product. (1) Given the product [NH2:8][C:5]1[O:6][CH2:7][C:2]([F:1])([F:18])[C@@:3]2([C:16]3[C:11](=[CH:12][CH:13]=[C:14]([NH:17][C:27](=[O:28])[C:24]4[CH:23]=[CH:22][C:21]([C:19]#[N:20])=[CH:26][N:25]=4)[CH:15]=3)[CH2:10][CH2:9]2)[N:4]=1, predict the reactants needed to synthesize it. The reactants are: [F:1][C:2]1([F:18])[CH2:7][O:6][C:5]([NH2:8])=[N:4][C@@:3]21[C:16]1[C:11](=[CH:12][CH:13]=[C:14]([NH2:17])[CH:15]=1)[CH2:10][CH2:9]2.[C:19]([C:21]1[CH:22]=[CH:23][C:24]([C:27](O)=[O:28])=[N:25][CH:26]=1)#[N:20]. (2) Given the product [CH2:3]([CH:19]([CH2:18][CH2:17][CH2:16][CH:15]([CH3:28])[CH2:14][CH2:13][CH2:12][CH2:11][CH2:23][CH3:24])[C:20]([OH:22])=[O:21])[CH2:2][CH3:4], predict the reactants needed to synthesize it. The reactants are: Br[CH:2]([CH2:4]CCCCC)[CH3:3].C[CH:11]([CH2:23][CH2:24]C)[CH2:12][CH2:13][CH2:14][CH2:15][CH2:16][CH2:17][CH2:18][CH2:19][C:20]([OH:22])=[O:21].C=O.[CH2:28](Br)CC.